This data is from Orexin1 receptor HTS with 218,158 compounds and 233 confirmed actives. The task is: Binary Classification. Given a drug SMILES string, predict its activity (active/inactive) in a high-throughput screening assay against a specified biological target. (1) The molecule is s1c(c(c(c2n(C(c3ccccc3)C)c(=S)[nH]n2)c1)C)C. The result is 0 (inactive). (2) The drug is O(c1cc2c(cc1)cccc2)CC(=O)NC(c1ccc(O)cc1)C(O)=O. The result is 0 (inactive).